From a dataset of Reaction yield outcomes from USPTO patents with 853,638 reactions. Predict the reaction yield, written as a fraction of the theoretical maximum amount of product (1.0 means a 100% yield; for example, 0.34 means a 34% yield). The reactants are Cl.[N:2]1[CH:7]=[CH:6][CH:5]=[CH:4][C:3]=1[C:8]([NH2:10])=[NH:9].C[O:12][CH:13]=[C:14]([C:19]#[C:20][Si:21]([CH3:24])([CH3:23])[CH3:22])[C:15](OC)=O.C(N(CC)CC)C. The catalyst is CO. The product is [N:2]1[CH:7]=[CH:6][CH:5]=[CH:4][C:3]=1[C:8]1[N:10]=[C:13]([OH:12])[C:14]([C:19]#[C:20][Si:21]([CH3:24])([CH3:23])[CH3:22])=[CH:15][N:9]=1. The yield is 0.390.